Dataset: Catalyst prediction with 721,799 reactions and 888 catalyst types from USPTO. Task: Predict which catalyst facilitates the given reaction. Reactant: [O:1]=[C:2]1[CH2:5][N:4]([C:6]([O:8][C:9]([CH3:12])([CH3:11])[CH3:10])=[O:7])[CH2:3]1.[F:13][C:14]([Si](C)(C)C)([F:16])[F:15].[F-].C[N+](C)(C)C.[Cl-].[NH4+]. Product: [OH:1][C:2]1([C:14]([F:16])([F:15])[F:13])[CH2:5][N:4]([C:6]([O:8][C:9]([CH3:12])([CH3:11])[CH3:10])=[O:7])[CH2:3]1. The catalyst class is: 7.